Dataset: Peptide-MHC class I binding affinity with 185,985 pairs from IEDB/IMGT. Task: Regression. Given a peptide amino acid sequence and an MHC pseudo amino acid sequence, predict their binding affinity value. This is MHC class I binding data. (1) The peptide sequence is FPFKYAAAD. The MHC is Mamu-B17 with pseudo-sequence Mamu-B17. The binding affinity (normalized) is 0.194. (2) The peptide sequence is VPGLPGTVL. The MHC is HLA-B08:01 with pseudo-sequence HLA-B08:01. The binding affinity (normalized) is 0.0847. (3) The peptide sequence is RRPVVTAHIE. The MHC is Mamu-B03 with pseudo-sequence Mamu-B03. The binding affinity (normalized) is 0.495. (4) The binding affinity (normalized) is 0.499. The peptide sequence is ASISEFIAKI. The MHC is H-2-Kb with pseudo-sequence H-2-Kb. (5) The peptide sequence is IQKNPDGSW. The MHC is HLA-A01:01 with pseudo-sequence HLA-A01:01. The binding affinity (normalized) is 0.0847.